Dataset: Forward reaction prediction with 1.9M reactions from USPTO patents (1976-2016). Task: Predict the product of the given reaction. (1) Given the reactants [N+:1]([C:4]1[CH:9]=[CH:8][C:7](/[CH:10]=[CH:11]/[CH2:12][OH:13])=[CH:6][CH:5]=1)([O-])=O, predict the reaction product. The product is: [NH2:1][C:4]1[CH:5]=[CH:6][C:7]([CH2:10][CH2:11][CH2:12][OH:13])=[CH:8][CH:9]=1. (2) Given the reactants [C:1]([O:5][C:6]([N:8]1[CH2:16][C:15]2[C:10](=[CH:11][CH:12]=[C:13]([C:17]([OH:19])=O)[CH:14]=2)[C@@H:9]1[CH2:20][CH3:21])=[O:7])([CH3:4])([CH3:3])[CH3:2].Cl.[CH2:23]([S:25]([C:28]1[CH:29]=[CH:30][C:31]([CH2:34][NH2:35])=[N:32][CH:33]=1)(=[O:27])=[O:26])[CH3:24].CN(C(ON1N=NC2C=CC=NC1=2)=[N+](C)C)C.F[P-](F)(F)(F)(F)F.CCN(C(C)C)C(C)C, predict the reaction product. The product is: [CH2:20]([C@H:9]1[C:10]2[C:15](=[CH:14][C:13]([C:17](=[O:19])[NH:35][CH2:34][C:31]3[CH:30]=[CH:29][C:28]([S:25]([CH2:23][CH3:24])(=[O:27])=[O:26])=[CH:33][N:32]=3)=[CH:12][CH:11]=2)[CH2:16][N:8]1[C:6]([O:5][C:1]([CH3:4])([CH3:2])[CH3:3])=[O:7])[CH3:21]. (3) Given the reactants CC1C=CC(S(OC[C@H:13]2[CH2:18][CH2:17][C@H:16]([N:19]3[C:23]4=[C:24]5[S:30][CH:29]=[CH:28][C:25]5=[N:26][CH:27]=[C:22]4[N:21]=[C:20]3[CH3:31])[CH2:15][O:14]2)(=O)=O)=CC=1.[C-:32]#N.[Na+].S(=O)(=O)(O)O.C[N:41]([CH:43]=O)C, predict the reaction product. The product is: [CH3:31][C:20]1[N:19]([C@@H:16]2[CH2:15][O:14][C@@H:13]([CH2:32][C:43]#[N:41])[CH2:18][CH2:17]2)[C:23]2=[C:24]3[S:30][CH:29]=[CH:28][C:25]3=[N:26][CH:27]=[C:22]2[N:21]=1. (4) The product is: [Cl:1][C:2]1[CH:3]=[CH:4][CH:5]=[C:6]2[C:11]=1[N:10]=[C:9]([C:12]1[S:13][C:14]([CH3:17])=[N:15][N:16]=1)[C:8]([C@@H:18]([NH:20][C:31]1[N:39]=[CH:38][N:37]=[C:36]3[C:32]=1[N:33]=[CH:34][NH:35]3)[CH3:19])=[CH:7]2. Given the reactants [Cl:1][C:2]1[CH:3]=[CH:4][CH:5]=[C:6]2[C:11]=1[N:10]=[C:9]([C:12]1[S:13][C:14]([CH3:17])=[N:15][N:16]=1)[C:8]([C@@H:18]([NH2:20])[CH3:19])=[CH:7]2.CCN(C(C)C)C(C)C.Cl[C:31]1[N:39]=[CH:38][N:37]=[C:36]2[C:32]=1[NH:33][CH:34]=[N:35]2, predict the reaction product.